From a dataset of Full USPTO retrosynthesis dataset with 1.9M reactions from patents (1976-2016). Predict the reactants needed to synthesize the given product. (1) Given the product [ClH:29].[ClH:29].[F:25][C:22]1[CH:23]=[CH:24][C:12]2[N:11]=[C:10]([C@@H:8]([NH2:7])[CH3:9])[N:14]([C:15]3[CH:20]=[CH:19][CH:18]=[CH:17][CH:16]=3)[C:13]=2[C:21]=1[O:26][CH3:27], predict the reactants needed to synthesize it. The reactants are: C(OC(=O)[NH:7][C@H:8]([C:10]1[N:14]([C:15]2[CH:20]=[CH:19][CH:18]=[CH:17][CH:16]=2)[C:13]2[C:21]([O:26][CH3:27])=[C:22]([F:25])[CH:23]=[CH:24][C:12]=2[N:11]=1)[CH3:9])(C)(C)C.[ClH:29]. (2) Given the product [NH2:1][C:2]1[N:3]=[C:4]([NH:17][CH:18]2[CH2:19][CH2:20][N:21]([S:24]([C:27]3[CH:28]=[CH:29][C:30]([C:31]([NH2:40])=[NH:32])=[CH:33][CH:34]=3)(=[O:25])=[O:26])[CH2:22][CH2:23]2)[S:5][C:6]=1[C:7]([C:8]1[C:9]([F:15])=[CH:10][CH:11]=[CH:12][C:13]=1[F:14])=[O:16], predict the reactants needed to synthesize it. The reactants are: [NH2:1][C:2]1[N:3]=[C:4]([NH:17][CH:18]2[CH2:23][CH2:22][N:21]([S:24]([C:27]3[CH:34]=[CH:33][C:30]([C:31]#[N:32])=[CH:29][CH:28]=3)(=[O:26])=[O:25])[CH2:20][CH2:19]2)[S:5][C:6]=1[C:7](=[O:16])[C:8]1[C:13]([F:14])=[CH:12][CH:11]=[CH:10][C:9]=1[F:15].Cl.C(=O)([O-])[O-].[NH4+:40].[NH4+]. (3) Given the product [CH2:29]([NH+:31]([CH2:34][CH3:35])[CH2:32][CH3:33])[CH3:30].[F:21][C:22]([F:28])([F:27])[S:23]([NH:26][S:11]([C:8]([F:10])([F:9])[C:7]([NH:6][NH:5][C:3](=[O:4])[C:2]([S:16](=[O:18])(=[O:17])[NH:26][S:23]([C:22]([F:28])([F:27])[F:21])(=[O:25])=[O:24])([F:20])[F:1])=[O:15])(=[O:13])=[O:12])(=[O:25])=[O:24], predict the reactants needed to synthesize it. The reactants are: [F:1][C:2]([F:20])([S:16](F)(=[O:18])=[O:17])[C:3]([NH:5][NH:6][C:7](=[O:15])[C:8]([S:11](F)(=[O:13])=[O:12])([F:10])[F:9])=[O:4].[F:21][C:22]([F:28])([F:27])[S:23]([NH2:26])(=[O:25])=[O:24].[CH2:29]([N:31]([CH2:34][CH3:35])[CH2:32][CH3:33])[CH3:30]. (4) Given the product [Cl:11][C:4]1[CH:5]=[C:6]([CH:7]=[C:2]([Cl:1])[C:3]=1[S:12][C:13]1[CH:18]=[CH:17][C:16]([C:19]([F:21])([F:20])[F:22])=[CH:15][CH:14]=1)[NH2:8], predict the reactants needed to synthesize it. The reactants are: [Cl:1][C:2]1[CH:7]=[C:6]([N+:8]([O-])=O)[CH:5]=[C:4]([Cl:11])[C:3]=1[S:12][C:13]1[CH:18]=[CH:17][C:16]([C:19]([F:22])([F:21])[F:20])=[CH:15][CH:14]=1.[Cl-].[NH4+].CO. (5) Given the product [N:1]1[C:2]2[CH2:7][CH2:6][CH2:5][C:4](=[O:8])[C:3]=2[CH:14]=[CH:13][CH:12]=1, predict the reactants needed to synthesize it. The reactants are: [NH2:1][C:2]1[CH2:7][CH2:6][CH2:5][C:4](=[O:8])[CH:3]=1.C(O[CH:12](OCC)[CH2:13][CH:14](OCC)OCC)C.C1(C)C=CC(S(O)(=O)=O)=CC=1.